Dataset: Forward reaction prediction with 1.9M reactions from USPTO patents (1976-2016). Task: Predict the product of the given reaction. (1) Given the reactants [Cl:1][C:2]1[C:3]([NH:10][C:11]2[CH:26]=[C:25]([NH:27][CH:28]3[CH2:30][CH2:29]3)[C:14]([C:15]([NH:17][CH2:18][C@@H:19]([F:24])[C:20]([OH:23])([CH3:22])[CH3:21])=[O:16])=[CH:13][N:12]=2)=[N:4][CH:5]=[C:6]([C:8]#[N:9])[CH:7]=1.C(C1C=C(F)C(NC2C=C(NC(C)C)C(C(NC[C@@H](F)[C:49]([OH:52])(C)C)=O)=CN=2)=NC=1)#N.[C:61](N[C@H]1CC[C@H](NC(=O)C2C(NC(C)C)=CC(NC3C(F)=CC(C#N)=CN=3)=NC=2)CC1)(=O)C, predict the reaction product. The product is: [Cl:1][C:2]1[C:3]([NH:10][C:11]2[CH:26]=[C:25]([NH:27][CH:28]3[CH2:29][CH2:49][O:52][CH2:61][CH2:30]3)[C:14]([C:15]([NH:17][CH2:18][C@@H:19]([F:24])[C:20]([OH:23])([CH3:21])[CH3:22])=[O:16])=[CH:13][N:12]=2)=[N:4][CH:5]=[C:6]([C:8]#[N:9])[CH:7]=1. (2) Given the reactants C([O:4][C:5]1[CH:10]=[C:9]([C:11]#[N:12])[C:8](Br)=[C:7]([C:14]#[N:15])[C:6]=1[O:16]C(=O)C)(=O)C.C([O:22][C:23]([CH:25]=[CH:26]B1OC(C)(C)C(C)(C)O1)=[O:24])C, predict the reaction product. The product is: [C:14]([C:7]1[C:6]([OH:16])=[C:5]([OH:4])[CH:10]=[C:9]([C:11]#[N:12])[C:8]=1/[CH:26]=[CH:25]/[C:23]([OH:24])=[O:22])#[N:15]. (3) Given the reactants O[C:2]1[C:3]2[N:11]=[CH:10][CH:9]=[C:8]([C:12]([NH2:14])=[O:13])[C:4]=2[N:5]=[CH:6][N:7]=1.Cl.[NH2:16][C@@H:17]([C:23]1[CH:30]=[CH:29][C:26]([C:27]#[N:28])=[C:25]([Cl:31])[CH:24]=1)[CH2:18][N:19]1[CH2:22][CH2:21][CH2:20]1, predict the reaction product. The product is: [N:19]1([CH2:18][C@@H:17]([NH:16][C:2]2[C:3]3[N:11]=[CH:10][CH:9]=[C:8]([C:12]([NH2:14])=[O:13])[C:4]=3[N:5]=[CH:6][N:7]=2)[C:23]2[CH:30]=[CH:29][C:26]([C:27]#[N:28])=[C:25]([Cl:31])[CH:24]=2)[CH2:22][CH2:21][CH2:20]1.